The task is: Predict the reactants needed to synthesize the given product.. This data is from Full USPTO retrosynthesis dataset with 1.9M reactions from patents (1976-2016). Given the product [CH:45]1([N:51]([CH2:77][CH:78]2[CH2:79][CH2:80]2)[C:52]2[N:57]=[CH:56][N:55]=[C:54]([C:58]([NH:60][C:61]3[CH:66]=[CH:65][C:64]([S:67]([NH:70][CH2:71][C:72]([OH:74])=[O:73])(=[O:69])=[O:68])=[CH:63][C:62]=3[CH3:76])=[O:59])[CH:53]=2)[CH2:50][CH2:49][CH2:48][CH2:47][CH2:46]1, predict the reactants needed to synthesize it. The reactants are: ClC1N=CN=C(C(NC2C=CC(S(NCC(OC)=O)(=O)=O)=CC=2C)=O)C=1.C(NC(C)C)(C)C.C1(CNC2CCCCC2)CC1.[CH:45]1([N:51]([CH2:77][CH:78]2[CH2:80][CH2:79]2)[C:52]2[N:57]=[CH:56][N:55]=[C:54]([C:58]([NH:60][C:61]3[CH:66]=[CH:65][C:64]([S:67]([NH:70][CH2:71][C:72]([O:74]C)=[O:73])(=[O:69])=[O:68])=[CH:63][C:62]=3[CH3:76])=[O:59])[CH:53]=2)[CH2:50][CH2:49][CH2:48][CH2:47][CH2:46]1.C1(N(CC2CC2)C2N=CN=C(C(NC3C=CC(S(NCC(OCC)=O)(=O)=O)=CC=3C)=O)C=2)CCCCC1.